From a dataset of Forward reaction prediction with 1.9M reactions from USPTO patents (1976-2016). Predict the product of the given reaction. (1) Given the reactants [CH3:1][N:2]([CH3:33])[CH2:3][CH2:4][N:5]1[C:28](=[O:29])[N:8]2[CH:9]([C:22]3[CH:27]=[CH:26][CH:25]=[CH:24][CH:23]=3)[C:10]3[NH:11][C:12]4[C:17]([C:18]=3[CH2:19][C:7]2([CH2:30][CH3:31])[C:6]1=[O:32])=[CH:16][C:15]([O:20][CH3:21])=[CH:14][CH:13]=4.N1CC[CH2:36][CH2:35]1, predict the reaction product. The product is: [CH2:30]([C:7]12[C:6](=[O:32])[N:5]([CH2:4][CH2:3][N:2]3[CH2:1][CH2:36][CH2:35][CH2:33]3)[C:28](=[O:29])[N:8]1[CH:9]([C:22]1[CH:23]=[CH:24][CH:25]=[CH:26][CH:27]=1)[C:10]1[NH:11][C:12]3[C:17]([C:18]=1[CH2:19]2)=[CH:16][C:15]([O:20][CH3:21])=[CH:14][CH:13]=3)[CH3:31]. (2) Given the reactants C[O:2][C:3](=[O:22])[CH2:4][N:5]1[C:10]2[CH:11]=[CH:12][CH:13]=[C:14]([CH:15]([CH3:17])[CH3:16])[C:9]=2[O:8][CH:7]([CH:18]([CH3:20])[CH3:19])[C:6]1=[O:21].[OH-].[Na+], predict the reaction product. The product is: [CH:18]([CH:7]1[C:6](=[O:21])[N:5]([CH2:4][C:3]([OH:22])=[O:2])[C:10]2[CH:11]=[CH:12][CH:13]=[C:14]([CH:15]([CH3:17])[CH3:16])[C:9]=2[O:8]1)([CH3:20])[CH3:19]. (3) The product is: [C:1]([O:5][C:6](=[O:26])[NH:7][C:8]1[CH:13]=[C:12]([O:14][C:15]2[N:20]=[C:19]3[S:21][C:22]([NH:24][C:30]([CH:27]4[CH2:29][CH2:28]4)=[O:31])=[N:23][C:18]3=[CH:17][CH:16]=2)[CH:11]=[CH:10][C:9]=1[F:25])([CH3:4])([CH3:2])[CH3:3]. Given the reactants [C:1]([O:5][C:6](=[O:26])[NH:7][C:8]1[CH:13]=[C:12]([O:14][C:15]2[N:20]=[C:19]3[S:21][C:22]([NH2:24])=[N:23][C:18]3=[CH:17][CH:16]=2)[CH:11]=[CH:10][C:9]=1[F:25])([CH3:4])([CH3:3])[CH3:2].[CH:27]1([C:30](Cl)=[O:31])[CH2:29][CH2:28]1.O, predict the reaction product. (4) The product is: [N:36]1([CH2:35][CH2:34][O:33][C:30]2[CH:29]=[CH:28][C:27]([NH:26][C:24]3[N:25]=[C:21]4[CH:20]=[CH:19][CH:18]=[C:17]([C:13]5[CH:12]=[C:11]([CH2:10][OH:9])[CH:16]=[CH:15][CH:14]=5)[N:22]4[N:23]=3)=[CH:32][CH:31]=2)[CH2:40][CH2:39][CH2:38][CH2:37]1. Given the reactants [H-].[Al+3].[Li+].[H-].[H-].[H-].C([O:9][C:10](=O)[C:11]1[CH:16]=[CH:15][CH:14]=[C:13]([C:17]2[N:22]3[N:23]=[C:24]([NH:26][C:27]4[CH:32]=[CH:31][C:30]([O:33][CH2:34][CH2:35][N:36]5[CH2:40][CH2:39][CH2:38][CH2:37]5)=[CH:29][CH:28]=4)[N:25]=[C:21]3[CH:20]=[CH:19][CH:18]=2)[CH:12]=1)C.O, predict the reaction product. (5) Given the reactants C(O[C:6]([N:8](C)[C@H:9]([C:11]([NH:13][C@@H:14]([CH:30]1[CH2:35][CH2:34][CH2:33][CH2:32][CH2:31]1)[C:15]([N:17]1[C@H:22]([C:23](OC)=[O:24])[CH2:21][N:20]2[CH2:27][CH2:28][CH2:29][C@@H:19]2[CH2:18]1)=[O:16])=[O:12])[CH3:10])=O)(C)(C)C.O.[OH-].[Li+].[ClH:40].[F:41][C:42]1([F:52])[C:50]2[C:45](=[CH:46][CH:47]=[CH:48][CH:49]=2)[C@H:44]([NH2:51])[CH2:43]1.Cl.C(N=C=NCCCN(C)C)C.ON1C2C=CC=CC=2N=N1.C(OCC)(=O)C.Cl, predict the reaction product. The product is: [ClH:40].[ClH:40].[CH:30]1([C@H:14]([NH:13][C:11](=[O:12])[C@H:9]([CH3:10])[NH:8][CH3:6])[C:15]([N:17]2[C@H:22]([C:23]([NH:51][C@H:44]3[C:45]4[C:50](=[CH:49][CH:48]=[CH:47][CH:46]=4)[C:42]([F:41])([F:52])[CH2:43]3)=[O:24])[CH2:21][N:20]3[CH2:27][CH2:28][CH2:29][C@@H:19]3[CH2:18]2)=[O:16])[CH2:35][CH2:34][CH2:33][CH2:32][CH2:31]1. (6) Given the reactants [S:1]1[C:9]2[C:4](=[N:5][CH:6]=[CH:7][CH:8]=2)[CH:3]=[CH:2]1.C(=O)(O)[O-].[Na+].OP([O-])([O-])=O.[K+].[K+].[O-]S([O-])(=O)=O.[Mg+2].[Br:28]Br, predict the reaction product. The product is: [Br:28][C:3]1[C:4]2=[N:5][CH:6]=[CH:7][CH:8]=[C:9]2[S:1][CH:2]=1. (7) Given the reactants C([O:3][C:4]([C:6]1([C:9]2[CH:14]=[CH:13][C:12]([C:15]3[CH:20]=[CH:19][C:18]([C:21]4[O:25][N:24]=[C:23]([CH3:26])[C:22]=4[CH2:27]Br)=[CH:17][CH:16]=3)=[CH:11][CH:10]=2)[CH2:8][CH2:7]1)=[O:5])C.[C:29]1([CH:35]([CH3:38])[CH2:36][OH:37])[CH:34]=[CH:33][CH:32]=[CH:31][CH:30]=1, predict the reaction product. The product is: [CH3:26][C:23]1[C:22]([CH2:27][O:37][CH2:36][CH:35]([C:29]2[CH:34]=[CH:33][CH:32]=[CH:31][CH:30]=2)[CH3:38])=[C:21]([C:18]2[CH:19]=[CH:20][C:15]([C:12]3[CH:13]=[CH:14][C:9]([C:6]4([C:4]([OH:3])=[O:5])[CH2:7][CH2:8]4)=[CH:10][CH:11]=3)=[CH:16][CH:17]=2)[O:25][N:24]=1. (8) Given the reactants Cl[C:2]1[N:7]=[C:6]([C:8]2[CH:9]=[C:10]([S:14]([N:17]3[CH2:22][CH2:21][N:20](C(OC(C)(C)C)=O)[CH2:19][C@@H:18]3[CH3:30])(=[O:16])=[O:15])[CH:11]=[CH:12][CH:13]=2)[CH:5]=[CH:4][N:3]=1.[NH2:31][CH2:32][CH2:33][C:34]1[CH:39]=[CH:38][C:37]([OH:40])=[CH:36][CH:35]=1, predict the reaction product. The product is: [CH3:30][C@H:18]1[CH2:19][NH:20][CH2:21][CH2:22][N:17]1[S:14]([C:10]1[CH:9]=[C:8]([C:6]2[CH:5]=[CH:4][N:3]=[C:2]([NH:31][CH2:32][CH2:33][C:34]3[CH:39]=[CH:38][C:37]([OH:40])=[CH:36][CH:35]=3)[N:7]=2)[CH:13]=[CH:12][CH:11]=1)(=[O:15])=[O:16]. (9) Given the reactants [NH:1]1[C:5]2=[CH:6][N:7]=[C:8]([C:10]([O:12][CH2:13][CH3:14])=[O:11])[CH:9]=[C:4]2[CH:3]=[CH:2]1.[H-].[Na+].[F:17][C:18]1[CH:25]=[C:24]([F:26])[CH:23]=[CH:22][C:19]=1[CH2:20]Br, predict the reaction product. The product is: [F:17][C:18]1[CH:25]=[C:24]([F:26])[CH:23]=[CH:22][C:19]=1[CH2:20][N:1]1[C:5]2=[CH:6][N:7]=[C:8]([C:10]([O:12][CH2:13][CH3:14])=[O:11])[CH:9]=[C:4]2[CH:3]=[CH:2]1.